Task: Predict the product of the given reaction.. Dataset: Forward reaction prediction with 1.9M reactions from USPTO patents (1976-2016) Given the reactants Cl.[CH3:2][CH2:3][C@H:4]1[O:19][C:17](=[O:18])[C@H:16]([CH3:20])[C@@H:15]([O:21][C@@H:22]2[O:27][C@@H:26]([CH3:28])[C@H:25]([OH:29])[C@@:24]([O:31][CH3:32])([CH3:30])[CH2:23]2)[C@H:14]([CH3:33])[C@@H:13]([O:34][C@@H:35]2[O:40][C@H:39]([CH3:41])[CH2:38][C@H:37]([N:42]([CH3:44])[CH3:43])[C@H:36]2[OH:45])[C@@:12]([O:47][CH3:48])([CH3:46])[CH2:11][C@@H:10]([CH3:49])[C:8](=[O:9])[C@H:7]([CH3:50])[C@@H:6]([OH:51])[C@@:5]1([OH:53])[CH3:52].Cl, predict the reaction product. The product is: [CH3:2][CH2:3][C@H:4]1[O:19][C:17](=[O:18])[C@H:16]([CH3:20])[C@@H:15]([O:21][C@@H:22]2[O:27][C@@H:26]([CH3:28])[C@H:25]([OH:29])[C@@:24]([O:31][CH3:32])([CH3:30])[CH2:23]2)[C@H:14]([CH3:33])[C@@H:13]([O:34][C@@H:35]2[O:40][C@H:39]([CH3:41])[CH2:38][C@H:37]([N:42]([CH3:43])[CH3:44])[C@H:36]2[OH:45])[C@@:12]([O:47][CH3:48])([CH3:46])[CH2:11][C@@H:10]([CH3:49])[C:8](=[O:9])[C@H:7]([CH3:50])[C@@H:6]([OH:51])[C@@:5]1([OH:53])[CH3:52].